This data is from Peptide-MHC class II binding affinity with 134,281 pairs from IEDB. The task is: Regression. Given a peptide amino acid sequence and an MHC pseudo amino acid sequence, predict their binding affinity value. This is MHC class II binding data. (1) The peptide sequence is TDFAGKTVWFVPSIK. The MHC is DRB1_0301 with pseudo-sequence DRB1_0301. The binding affinity (normalized) is 0.102. (2) The peptide sequence is LIEVNPPFGDSYIIV. The MHC is DRB1_0801 with pseudo-sequence DRB1_0801. The binding affinity (normalized) is 0.181. (3) The peptide sequence is MSAGESKHGLTNTASHTR. The MHC is DRB5_0101 with pseudo-sequence DRB5_0101. The binding affinity (normalized) is 0.395. (4) The peptide sequence is KDDIFYYVYGLLHDP. The MHC is HLA-DQA10101-DQB10501 with pseudo-sequence HLA-DQA10101-DQB10501. The binding affinity (normalized) is 0.284. (5) The binding affinity (normalized) is 0.354. The MHC is DRB1_0901 with pseudo-sequence DRB1_0901. The peptide sequence is LISRVLDGLVMTTIS.